From a dataset of NCI-60 drug combinations with 297,098 pairs across 59 cell lines. Regression. Given two drug SMILES strings and cell line genomic features, predict the synergy score measuring deviation from expected non-interaction effect. (1) Drug 1: CC12CCC3C(C1CCC2=O)CC(=C)C4=CC(=O)C=CC34C. Drug 2: C1=NNC2=C1C(=O)NC=N2. Cell line: SN12C. Synergy scores: CSS=15.7, Synergy_ZIP=2.19, Synergy_Bliss=4.65, Synergy_Loewe=-17.8, Synergy_HSA=4.37. (2) Drug 1: CC(C1=C(C=CC(=C1Cl)F)Cl)OC2=C(N=CC(=C2)C3=CN(N=C3)C4CCNCC4)N. Drug 2: C1=NNC2=C1C(=O)NC=N2. Cell line: A498. Synergy scores: CSS=9.13, Synergy_ZIP=-2.56, Synergy_Bliss=0.750, Synergy_Loewe=-4.95, Synergy_HSA=0.0369. (3) Drug 1: CN(C)C1=NC(=NC(=N1)N(C)C)N(C)C. Drug 2: CC1=C(C(CCC1)(C)C)C=CC(=CC=CC(=CC(=O)O)C)C. Cell line: A549. Synergy scores: CSS=18.0, Synergy_ZIP=0.727, Synergy_Bliss=2.49, Synergy_Loewe=-13.4, Synergy_HSA=-1.10. (4) Synergy scores: CSS=20.6, Synergy_ZIP=-9.72, Synergy_Bliss=-8.23, Synergy_Loewe=-7.62, Synergy_HSA=-4.00. Drug 2: C1C(C(OC1N2C=C(C(=O)NC2=O)F)CO)O. Cell line: UACC-257. Drug 1: COC1=C(C=C2C(=C1)N=CN=C2NC3=CC(=C(C=C3)F)Cl)OCCCN4CCOCC4. (5) Drug 1: CN1C2=C(C=C(C=C2)N(CCCl)CCCl)N=C1CCCC(=O)O.Cl. Synergy scores: CSS=2.35, Synergy_ZIP=-0.561, Synergy_Bliss=1.10, Synergy_Loewe=-4.22, Synergy_HSA=-1.40. Drug 2: CC1=C(C(=O)C2=C(C1=O)N3CC4C(C3(C2COC(=O)N)OC)N4)N. Cell line: RXF 393. (6) Drug 1: CC1=C(C=C(C=C1)NC(=O)C2=CC=C(C=C2)CN3CCN(CC3)C)NC4=NC=CC(=N4)C5=CN=CC=C5. Drug 2: C1=CN(C=N1)CC(O)(P(=O)(O)O)P(=O)(O)O. Cell line: HT29. Synergy scores: CSS=-4.35, Synergy_ZIP=5.91, Synergy_Bliss=6.49, Synergy_Loewe=-3.91, Synergy_HSA=-3.49. (7) Drug 1: CN(CC1=CN=C2C(=N1)C(=NC(=N2)N)N)C3=CC=C(C=C3)C(=O)NC(CCC(=O)O)C(=O)O. Drug 2: C1=NNC2=C1C(=O)NC=N2. Cell line: SNB-19. Synergy scores: CSS=56.2, Synergy_ZIP=-3.32, Synergy_Bliss=-4.22, Synergy_Loewe=-32.4, Synergy_HSA=-3.41. (8) Drug 1: C1CC(=O)NC(=O)C1N2C(=O)C3=CC=CC=C3C2=O. Drug 2: C1C(C(OC1N2C=NC3=C2NC=NCC3O)CO)O. Cell line: MDA-MB-435. Synergy scores: CSS=3.83, Synergy_ZIP=4.49, Synergy_Bliss=8.74, Synergy_Loewe=0.664, Synergy_HSA=1.65. (9) Cell line: BT-549. Synergy scores: CSS=24.7, Synergy_ZIP=-10.9, Synergy_Bliss=-4.40, Synergy_Loewe=2.54, Synergy_HSA=2.69. Drug 1: C1CN(CCN1C(=O)CCBr)C(=O)CCBr. Drug 2: C1CCC(C(C1)N)N.C(=O)(C(=O)[O-])[O-].[Pt+4].